The task is: Predict the reactants needed to synthesize the given product.. This data is from Full USPTO retrosynthesis dataset with 1.9M reactions from patents (1976-2016). (1) Given the product [CH3:30][N:15]([CH3:14])[CH2:16][CH2:17][C:18]1[S:22][C:21]2[CH:23]=[CH:24][CH:25]=[CH:26][C:20]=2[C:19]=1[C:27]([C:2]1[CH:7]=[CH:6][C:5]([F:8])=[CH:4][N:3]=1)([OH:29])[CH3:28], predict the reactants needed to synthesize it. The reactants are: Br[C:2]1[CH:7]=[CH:6][C:5]([F:8])=[CH:4][N:3]=1.C([Li])CCC.[CH3:14][N:15]([CH3:30])[CH2:16][CH2:17][C:18]1[S:22][C:21]2[CH:23]=[CH:24][CH:25]=[CH:26][C:20]=2[C:19]=1[C:27](=[O:29])[CH3:28]. (2) Given the product [NH2:15][CH:12]1[CH2:13][CH2:14][N:9]([C:6]2[CH:5]=[CH:4][C:3]([C:1]#[N:2])=[CH:8][N:7]=2)[CH2:10][CH2:11]1, predict the reactants needed to synthesize it. The reactants are: [C:1]([C:3]1[CH:4]=[CH:5][C:6]([N:9]2[CH2:14][CH2:13][CH:12]([NH:15]C(=O)OC(C)(C)C)[CH2:11][CH2:10]2)=[N:7][CH:8]=1)#[N:2].Cl.CCOC(C)=O. (3) Given the product [N:2]1([CH2:7][C:8]([N:21]2[CH2:22][C@H:18]([CH2:11][C:12]3[CH:17]=[CH:16][CH:15]=[CH:14][CH:13]=3)[CH2:19][C@H:20]2[C:23]([NH:25][C:26]2[CH:31]=[CH:30][C:29]([O:32][C:33]3[CH:38]=[CH:37][C:36]([Cl:39])=[CH:35][CH:34]=3)=[CH:28][CH:27]=2)=[O:24])=[O:10])[CH:6]=[N:5][CH:4]=[N:3]1, predict the reactants needed to synthesize it. The reactants are: Cl.[N:2]1([CH2:7][C:8]([OH:10])=O)[CH:6]=[N:5][CH:4]=[N:3]1.[CH2:11]([C@H:18]1[CH2:22][NH:21][C@H:20]([C:23]([NH:25][C:26]2[CH:31]=[CH:30][C:29]([O:32][C:33]3[CH:38]=[CH:37][C:36]([Cl:39])=[CH:35][CH:34]=3)=[CH:28][CH:27]=2)=[O:24])[CH2:19]1)[C:12]1[CH:17]=[CH:16][CH:15]=[CH:14][CH:13]=1. (4) Given the product [CH2:16]([O:23]/[N:24]=[C:25]1\[CH2:26][CH2:27][C:28]2[C:33]\1=[CH:32][CH:31]=[C:30]([C:2]1[C:3]([C:10]3[CH:15]=[CH:14][N:13]=[CH:12][CH:11]=3)=[N:4][N:5]([CH2:7][CH2:8][OH:9])[CH:6]=1)[CH:29]=2)[C:17]1[CH:18]=[CH:19][CH:20]=[CH:21][CH:22]=1, predict the reactants needed to synthesize it. The reactants are: Br[C:2]1[C:3]([C:10]2[CH:15]=[CH:14][N:13]=[CH:12][CH:11]=2)=[N:4][N:5]([CH2:7][CH2:8][OH:9])[CH:6]=1.[CH2:16]([O:23]/[N:24]=[C:25]1\[CH2:26][CH2:27][C:28]2[C:33]\1=[CH:32][CH:31]=[C:30](B(O)O)[CH:29]=2)[C:17]1[CH:22]=[CH:21][CH:20]=[CH:19][CH:18]=1.C(=O)([O-])[O-].[K+].[K+]. (5) Given the product [CH2:1]([N:3]([CH2:29][C:30]1[CH:35]=[CH:34][C:33]([O:36][CH:40]([CH3:49])[CH2:41][N:43]2[CH2:48][CH2:47][CH2:46][CH2:45][CH2:44]2)=[C:32]([F:37])[CH:31]=1)[C:4]1[CH:9]=[C:8]([O:10][CH3:11])[CH:7]=[CH:6][C:5]=1[CH:12]1[CH2:21][CH2:20][C:19]2[CH:18]=[C:17]([OH:22])[CH:16]=[CH:15][C:14]=2[CH2:13]1)[CH3:2], predict the reactants needed to synthesize it. The reactants are: [CH2:1]([N:3]([C:29](=O)[C:30]1[CH:35]=[CH:34][C:33]([OH:36])=[C:32]([F:37])[CH:31]=1)[C:4]1[CH:9]=[C:8]([O:10][CH3:11])[CH:7]=[CH:6][C:5]=1[CH:12]1[CH2:21][CH2:20][C:19]2[CH:18]=[C:17]([O:22]C(=O)C(C)(C)C)[CH:16]=[CH:15][C:14]=2[CH2:13]1)[CH3:2].Cl[CH:40]([CH3:49])[C:41]([N:43]1[CH2:48][CH2:47][CH2:46][CH2:45][CH2:44]1)=O. (6) The reactants are: Br[C:2]1[C:28]([F:29])=[CH:27][C:5]([O:6][C@H:7]2[CH2:12][CH2:11][CH2:10][N:9]([CH:13]3[CH2:18][CH2:17][N:16]([C:19]([O:21][C:22]([CH3:25])([CH3:24])[CH3:23])=[O:20])[CH2:15][CH2:14]3)[C:8]2=[O:26])=[C:4]([F:30])[CH:3]=1.[CH3:31][S:32]([O-:34])=[O:33].[Na+].[C@H]1(N)CCCC[C@@H]1N. Given the product [F:30][C:4]1[CH:3]=[C:2]([S:32]([CH3:31])(=[O:34])=[O:33])[C:28]([F:29])=[CH:27][C:5]=1[O:6][C@H:7]1[CH2:12][CH2:11][CH2:10][N:9]([CH:13]2[CH2:18][CH2:17][N:16]([C:19]([O:21][C:22]([CH3:23])([CH3:24])[CH3:25])=[O:20])[CH2:15][CH2:14]2)[C:8]1=[O:26], predict the reactants needed to synthesize it. (7) Given the product [Cl:7][C:8]1[CH:9]=[C:10]([CH:11]([N:16]2[CH2:20][CH2:19][CH2:18][CH2:17]2)[C:22]#[N:23])[CH:13]=[CH:14][CH:15]=1, predict the reactants needed to synthesize it. The reactants are: S([O-])([O-])=O.[Na+].[Na+].[Cl:7][C:8]1[CH:9]=[C:10]([CH:13]=[CH:14][CH:15]=1)[CH:11]=O.[NH:16]1[CH2:20][CH2:19][CH2:18][CH2:17]1.[O-][C:22]#[N:23].[Na+].